From a dataset of NCI-60 drug combinations with 297,098 pairs across 59 cell lines. Regression. Given two drug SMILES strings and cell line genomic features, predict the synergy score measuring deviation from expected non-interaction effect. (1) Drug 1: C1=CC(=CC=C1C#N)C(C2=CC=C(C=C2)C#N)N3C=NC=N3. Drug 2: CC1C(C(CC(O1)OC2CC(CC3=C2C(=C4C(=C3O)C(=O)C5=C(C4=O)C(=CC=C5)OC)O)(C(=O)CO)O)N)O.Cl. Cell line: NCIH23. Synergy scores: CSS=28.4, Synergy_ZIP=-1.43, Synergy_Bliss=-2.39, Synergy_Loewe=-11.2, Synergy_HSA=-2.63. (2) Drug 1: C1CCC(CC1)NC(=O)N(CCCl)N=O. Drug 2: CCN(CC)CCCC(C)NC1=C2C=C(C=CC2=NC3=C1C=CC(=C3)Cl)OC. Cell line: A549. Synergy scores: CSS=34.3, Synergy_ZIP=5.29, Synergy_Bliss=14.0, Synergy_Loewe=12.4, Synergy_HSA=13.3. (3) Drug 1: C(CC(=O)O)C(=O)CN.Cl. Drug 2: CS(=O)(=O)OCCCCOS(=O)(=O)C. Cell line: HT29. Synergy scores: CSS=7.16, Synergy_ZIP=-3.01, Synergy_Bliss=-3.41, Synergy_Loewe=0.0824, Synergy_HSA=-1.84.